From a dataset of Peptide-MHC class I binding affinity with 185,985 pairs from IEDB/IMGT. Regression. Given a peptide amino acid sequence and an MHC pseudo amino acid sequence, predict their binding affinity value. This is MHC class I binding data. (1) The peptide sequence is IPLTEEAEL. The MHC is HLA-B54:01 with pseudo-sequence HLA-B54:01. The binding affinity (normalized) is 0.0153. (2) The peptide sequence is YPLSIPATLF. The MHC is HLA-B35:01 with pseudo-sequence HLA-B35:01. The binding affinity (normalized) is 0.713. (3) The peptide sequence is FWLMVYEGL. The MHC is HLA-A68:02 with pseudo-sequence HLA-A68:02. The binding affinity (normalized) is 0.605. (4) The peptide sequence is LQIVRFTDY. The MHC is HLA-B08:01 with pseudo-sequence HLA-B08:01. The binding affinity (normalized) is 0.0847. (5) The peptide sequence is KGKRIEPSW. The MHC is HLA-B58:01 with pseudo-sequence HLA-B58:01. The binding affinity (normalized) is 0.777. (6) The peptide sequence is YTFCRLNVK. The MHC is HLA-B58:01 with pseudo-sequence HLA-B58:01. The binding affinity (normalized) is 0.0847. (7) The peptide sequence is FSRSILWDYFS. The MHC is H-2-Kb with pseudo-sequence H-2-Kb. The binding affinity (normalized) is 0.0764.